From a dataset of Forward reaction prediction with 1.9M reactions from USPTO patents (1976-2016). Predict the product of the given reaction. (1) The product is: [CH3:25][N:26]([CH3:30])[CH2:27][C:28]#[C:29][C:2]1[CH:3]=[C:4]2[C:8](=[C:9]([CH3:11])[CH:10]=1)[C:7](=[O:12])[N:6]([CH2:13][C:14]1[CH:19]=[CH:18][C:17]([O:20][C:21]([F:23])([F:24])[F:22])=[CH:16][CH:15]=1)[CH2:5]2. Given the reactants Br[C:2]1[CH:3]=[C:4]2[C:8](=[C:9]([CH3:11])[CH:10]=1)[C:7](=[O:12])[N:6]([CH2:13][C:14]1[CH:19]=[CH:18][C:17]([O:20][C:21]([F:24])([F:23])[F:22])=[CH:16][CH:15]=1)[CH2:5]2.[CH3:25][N:26]([CH3:30])[CH2:27][C:28]#[CH:29], predict the reaction product. (2) Given the reactants Cl.[C:2]([C:6]1[CH:11]=[CH:10][C:9]([S:12]([NH:15][C:16]2[C:21]([O:22][C:23]3[CH:28]=[CH:27][CH:26]=[CH:25][C:24]=3[O:29][CH3:30])=[C:20]([O:31][CH2:32][CH:33](OCC)[O:34]CC)[N:19]=[C:18]([C:40]3[N:45]=[CH:44][CH:43]=[CH:42][N:41]=3)[N:17]=2)(=[O:14])=[O:13])=[CH:8][CH:7]=1)([CH3:5])([CH3:4])[CH3:3], predict the reaction product. The product is: [C:2]([C:6]1[CH:11]=[CH:10][C:9]([S:12]([NH:15][C:16]2[C:21]([O:22][C:23]3[CH:28]=[CH:27][CH:26]=[CH:25][C:24]=3[O:29][CH3:30])=[C:20]([O:31][CH2:32][CH:33]=[O:34])[N:19]=[C:18]([C:40]3[N:45]=[CH:44][CH:43]=[CH:42][N:41]=3)[N:17]=2)(=[O:13])=[O:14])=[CH:8][CH:7]=1)([CH3:5])([CH3:3])[CH3:4]. (3) Given the reactants C([O:8]C([NH:11][C@H:12]([C:16]([O:18][CH2:19][CH2:20][O:21][CH2:22][N:23]1[CH:31]=[N:30][C:29]2[C:24]1=[N:25][CH:26]=[N:27][C:28]=2[NH2:32])=[O:17])[CH:13]([CH3:15])[CH3:14])=O)C1C=CC=CC=1.CO.[ClH:35], predict the reaction product. The product is: [OH2:8].[ClH:35].[NH2:11][C@H:12]([C:16]([O:18][CH2:19][CH2:20][O:21][CH2:22][N:23]1[CH:31]=[N:30][C:29]2[C:24]1=[N:25][CH:26]=[N:27][C:28]=2[NH2:32])=[O:17])[CH:13]([CH3:15])[CH3:14]. (4) Given the reactants F[C:2]1[CH:9]=[CH:8][C:5]([CH:6]=O)=[C:4]([N+:10]([O-:12])=[O:11])[CH:3]=1.[CH3:13][O:14][CH2:15][CH2:16][NH:17][CH2:18][CH2:19][N:20]1[CH2:25][CH2:24][O:23][CH2:22][CH2:21]1.[Br-].[NH:27]1[C:35]2[C:30](=[CH:31][CH:32]=[CH:33][CH:34]=2)[C:29]([CH2:36][P+](C2C=CC=CC=2)(C2C=CC=CC=2)C2C=CC=CC=2)=[N:28]1.C(=O)([O-])[O-].[K+].[K+], predict the reaction product. The product is: [NH:27]1[C:35]2[C:30](=[CH:31][CH:32]=[CH:33][CH:34]=2)[C:29](/[CH:36]=[CH:6]/[C:5]2[CH:8]=[CH:9][C:2]([N:17]([CH2:18][CH2:19][N:20]3[CH2:25][CH2:24][O:23][CH2:22][CH2:21]3)[CH2:16][CH2:15][O:14][CH3:13])=[CH:3][C:4]=2[N+:10]([O-:12])=[O:11])=[N:28]1. (5) Given the reactants C(N1C=CN=C1)(N1C=CN=C1)=O.[Br:13][C:14]1[CH:15]=[N:16][CH:17]=[C:18]([CH:22]=1)[C:19]([OH:21])=O.[C:23]1([C:29]2[CH2:33][CH2:32][NH:31][N:30]=2)[CH:28]=[CH:27][CH:26]=[CH:25][CH:24]=1, predict the reaction product. The product is: [Br:13][C:14]1[CH:15]=[N:16][CH:17]=[C:18]([CH:22]=1)[C:19]([N:31]1[CH2:32][CH2:33][C:29]([C:23]2[CH:24]=[CH:25][CH:26]=[CH:27][CH:28]=2)=[N:30]1)=[O:21]. (6) Given the reactants [Cl:1][C:2]1[CH:3]=[N:4][C:5]2[N:6]([N:8]=[C:9]([C:11]([OH:13])=O)[CH:10]=2)[CH:7]=1.[CH3:14][N:15]1[C:20]2[C:21]([CH3:25])=[C:22]([CH3:24])[O:23][C:19]=2[CH2:18][CH2:17][NH:16]1, predict the reaction product. The product is: [Cl:1][C:2]1[CH:3]=[N:4][C:5]2[N:6]([N:8]=[C:9]([C:11]([N:16]3[CH2:17][CH2:18][C:19]4[O:23][C:22]([CH3:24])=[C:21]([CH3:25])[C:20]=4[N:15]3[CH3:14])=[O:13])[CH:10]=2)[CH:7]=1. (7) Given the reactants [C:1]([O:5][C:6]([N:8]1[CH2:13][CH2:12][CH2:11][CH2:10][CH:9]1[CH:14]=O)=[O:7])([CH3:4])([CH3:3])[CH3:2].[NH:16]1[CH2:20][CH2:19][CH2:18][CH2:17]1.C(O[BH-](OC(=O)C)OC(=O)C)(=O)C.[Na+].[OH-].[Na+], predict the reaction product. The product is: [C:1]([O:5][C:6]([N:8]1[CH2:13][CH2:12][CH2:11][CH2:10][CH:9]1[CH2:14][N:16]1[CH2:20][CH2:19][CH2:18][CH2:17]1)=[O:7])([CH3:4])([CH3:3])[CH3:2].